Dataset: Reaction yield outcomes from USPTO patents with 853,638 reactions. Task: Predict the reaction yield, written as a fraction of the theoretical maximum amount of product (1.0 means a 100% yield; for example, 0.34 means a 34% yield). (1) The reactants are [C:1]1([C:7]2[CH:8]=[C:9]([CH:12]=[CH:13][CH:14]=2)[CH:10]=O)[CH:6]=[CH:5][CH:4]=[CH:3][CH:2]=1.[N+:15]([CH3:18])([O-:17])=[O:16].C([O-])(=O)C.[NH4+].[BH4-].[Na+]. The catalyst is O.C(O)(=O)C. The product is [N+:15]([CH2:18][CH2:10][C:9]1[CH:8]=[C:7]([C:1]2[CH:6]=[CH:5][CH:4]=[CH:3][CH:2]=2)[CH:14]=[CH:13][CH:12]=1)([O-:17])=[O:16]. The yield is 0.710. (2) The reactants are [CH2:1]([O:3][C:4]([CH:6]1[CH2:10][CH2:9][CH2:8][C:7]1=O)=[O:5])[CH3:2].[CH:12]1([NH2:17])[CH2:16][CH2:15][CH2:14][CH2:13]1.C([BH3-])#N.[Na+]. The catalyst is C(O)C.C(O)(=O)C. The product is [CH2:1]([O:3][C:4]([CH:6]1[CH2:10][CH2:9][CH2:8][CH:7]1[NH:17][CH:12]1[CH2:16][CH2:15][CH2:14][CH2:13]1)=[O:5])[CH3:2]. The yield is 0.342. (3) The product is [Cl:22][C:13]1[CH:14]=[CH:15][C:16]([C:17]2[CH:18]=[N:9][C:2]([C:3]3[CH:8]=[CH:7][N:6]=[CH:5][CH:4]=3)=[N:10][CH:20]=2)=[CH:11][CH:12]=1. The catalyst is N1C=CC=CC=1. The yield is 0.560. The reactants are Cl.[C:2]([NH2:10])(=[NH:9])[C:3]1[CH:8]=[CH:7][N:6]=[CH:5][CH:4]=1.[CH:11]1[C:16]([CH:17]([CH:20]=O)[CH:18]=O)=[CH:15][CH:14]=[C:13]([Cl:22])[CH:12]=1. (4) The product is [ClH:33].[NH2:7][C@H:8]([CH2:24][C:25]1[CH:30]=[CH:29][CH:28]=[CH:27][C:26]=1[F:31])[CH2:9][C:10]([NH:11][C:12]1[C:13](=[O:22])[NH:14][C:15]2[C:20]([CH:21]=1)=[CH:19][CH:18]=[CH:17][CH:16]=2)=[O:23]. The catalyst is O1CCOCC1. The yield is 0.910. The reactants are C(OC(=O)[NH:7][C@H:8]([CH2:24][C:25]1[CH:30]=[CH:29][CH:28]=[CH:27][C:26]=1[F:31])[CH2:9][C:10](=[O:23])[NH:11][C:12]1[C:13](=[O:22])[NH:14][C:15]2[C:20]([CH:21]=1)=[CH:19][CH:18]=[CH:17][CH:16]=2)(C)(C)C.[ClH:33]. (5) The reactants are [CH3:1][O:2][CH2:3][C@H:4]([CH3:38])[O:5][C:6]1[CH:7]=[C:8]([C:23]2[NH:27][C:26]([C:28]([O:30]CC3C=CC=CC=3)=[O:29])=[CH:25][CH:24]=2)[CH:9]=[C:10]([O:12][Si:13]([CH:20]([CH3:22])[CH3:21])([CH:17]([CH3:19])[CH3:18])[CH:14]([CH3:16])[CH3:15])[CH:11]=1. The catalyst is C(O)C.[C].[Pd]. The product is [CH3:1][O:2][CH2:3][C@H:4]([CH3:38])[O:5][C:6]1[CH:7]=[C:8]([C:23]2[NH:27][C:26]([C:28]([OH:30])=[O:29])=[CH:25][CH:24]=2)[CH:9]=[C:10]([O:12][Si:13]([CH:17]([CH3:19])[CH3:18])([CH:20]([CH3:21])[CH3:22])[CH:14]([CH3:15])[CH3:16])[CH:11]=1. The yield is 0.950. (6) The reactants are [C:1]1([C@@H:7]([NH:9][C:10]2[N:15]=[C:14]([N:16]3[C:20]4[CH:21]=[CH:22][C:23]([NH2:25])=[CH:24][C:19]=4[N:18]=[CH:17]3)[CH:13]=[N:12][CH:11]=2)[CH3:8])[CH:6]=[CH:5][CH:4]=[CH:3][CH:2]=1.[CH3:26][O:27][CH2:28][C:29](Cl)=[O:30]. No catalyst specified. The product is [CH3:26][O:27][CH2:28][C:29]([NH:25][C:23]1[CH:22]=[CH:21][C:20]2[N:16]([C:14]3[CH:13]=[N:12][CH:11]=[C:10]([NH:9][C@H:7]([C:1]4[CH:6]=[CH:5][CH:4]=[CH:3][CH:2]=4)[CH3:8])[N:15]=3)[CH:17]=[N:18][C:19]=2[CH:24]=1)=[O:30]. The yield is 0.500.